This data is from Acute oral toxicity (LD50) regression data from Zhu et al.. The task is: Regression/Classification. Given a drug SMILES string, predict its toxicity properties. Task type varies by dataset: regression for continuous values (e.g., LD50, hERG inhibition percentage) or binary classification for toxic/non-toxic outcomes (e.g., AMES mutagenicity, cardiotoxicity, hepatotoxicity). Dataset: ld50_zhu. (1) The molecule is C=CC=NNc1ccccc1. The rat oral LD50 is 2.32, given as -log10 of the dose in mol/kg body weight (higher means more acutely toxic). (2) The compound is C=CCOC(=O)OCCOCCOC(=O)OCC=C. The rat oral LD50 is 2.81, given as -log10 of the dose in mol/kg body weight (higher means more acutely toxic). (3) The compound is CCCC(C)=O. The rat oral LD50 is 1.73, given as -log10 of the dose in mol/kg body weight (higher means more acutely toxic). (4) The compound is O=CC(Cl)=C(Cl)C(=O)O. The rat oral LD50 is 3.23, given as -log10 of the dose in mol/kg body weight (higher means more acutely toxic). (5) The compound is CCOC(=O)CCN(Cc1ccccc1)SN(C)C(=O)ON=C(C)SC. The rat oral LD50 is 3.08, given as -log10 of the dose in mol/kg body weight (higher means more acutely toxic). (6) The compound is CCOCCOC(=O)C(C)Oc1ccc(Oc2ncc(C(F)(F)F)cc2Cl)cc1. The rat oral LD50 is 2.92, given as -log10 of the dose in mol/kg body weight (higher means more acutely toxic).